Dataset: Peptide-MHC class I binding affinity with 185,985 pairs from IEDB/IMGT. Task: Regression. Given a peptide amino acid sequence and an MHC pseudo amino acid sequence, predict their binding affinity value. This is MHC class I binding data. (1) The peptide sequence is EYYHTLDESF. The MHC is HLA-A24:02 with pseudo-sequence HLA-A24:02. The binding affinity (normalized) is 0.748. (2) The peptide sequence is LMRTNFLIK. The MHC is HLA-A29:02 with pseudo-sequence HLA-A29:02. The binding affinity (normalized) is 0.0847.